This data is from Full USPTO retrosynthesis dataset with 1.9M reactions from patents (1976-2016). The task is: Predict the reactants needed to synthesize the given product. Given the product [C:29]([NH:28][C:25]1[CH:24]=[CH:23][C:22]([NH:21][C:2]2[CH:11]=[CH:10][N:9]=[C:8]3[C:3]=2[C:4]2[CH:16]=[CH:15][C:14]([C:17]([O:19][CH3:20])=[O:18])=[CH:13][C:5]=2[C:6](=[O:12])[NH:7]3)=[CH:27][CH:26]=1)(=[O:36])[C:30]1[CH:31]=[CH:32][CH:33]=[CH:34][CH:35]=1, predict the reactants needed to synthesize it. The reactants are: Cl[C:2]1[CH:11]=[CH:10][N:9]=[C:8]2[C:3]=1[C:4]1[CH:16]=[CH:15][C:14]([C:17]([O:19][CH3:20])=[O:18])=[CH:13][C:5]=1[C:6](=[O:12])[NH:7]2.[NH2:21][C:22]1[CH:27]=[CH:26][C:25]([NH:28][C:29](=[O:36])[C:30]2[CH:35]=[CH:34][CH:33]=[CH:32][CH:31]=2)=[CH:24][CH:23]=1.Cl.